This data is from Full USPTO retrosynthesis dataset with 1.9M reactions from patents (1976-2016). The task is: Predict the reactants needed to synthesize the given product. (1) Given the product [Cl:29][C:30]1[CH:35]=[C:34]([I:36])[CH:33]=[CH:32][C:31]=1[C:57]1[NH:58][C:54]([C@@H:45]([N:44]2[C:43](=[O:66])[C@@H:83]([C:87]3[CH:88]=[CH:89][C:90]([O:93][CH2:94][CH2:95][OH:99])=[CH:91][CH:92]=3)[NH:82][C:80]2=[O:79])[C@H:46]([C:48]2[CH:49]=[CH:50][CH:51]=[CH:52][CH:53]=2)[CH3:47])=[N:55][CH:56]=1, predict the reactants needed to synthesize it. The reactants are: IC1C=CC(C2NC([C@@H](N3C(=O)[C@@H](CCC(O)=O)NC3=O)C(C)C)=NC=2)=CC=1.[Cl:29][C:30]1[CH:35]=[C:34]([I:36])[CH:33]=[CH:32][C:31]=1I.C(O[C:43](=[O:66])[NH:44][C@H:45]([C:54]1[NH:55][C:56](C2C=CC=CC=2F)=[CH:57][N:58]=1)[C@H:46]([C:48]1[CH:53]=[CH:52][CH:51]=[CH:50][CH:49]=1)[CH3:47])(C)(C)C.ClN1C(=O)CCC1=O.C([O:79][C:80]([NH:82][C@H:83]([C:87]1[CH:92]=[CH:91][C:90]([O:93][CH2:94][C:95](=[O:99])N(C)C)=[CH:89][CH:88]=1)C(O)=O)=O)(C)(C)C.N[C@H](C1C=CC(OCCO)=CC=1)C(N[C@H](C1NC(C2C=CC(I)=CC=2Cl)=CN=1)[C@H](C1C=CC=CC=1)C)=O. (2) Given the product [CH3:19][S:20][C:21]1[CH:27]=[CH:26][C:24]([NH:25][C:13](=[O:15])[C:12]2[CH:16]=[CH:17][CH:18]=[C:10]([S:7]([N:1]3[CH2:2][CH2:3][CH2:4][CH2:5][CH2:6]3)(=[O:8])=[O:9])[CH:11]=2)=[CH:23][CH:22]=1, predict the reactants needed to synthesize it. The reactants are: [N:1]1([S:7]([C:10]2[CH:11]=[C:12]([CH:16]=[CH:17][CH:18]=2)[C:13]([OH:15])=O)(=[O:9])=[O:8])[CH2:6][CH2:5][CH2:4][CH2:3][CH2:2]1.[CH3:19][S:20][C:21]1[CH:27]=[CH:26][C:24]([NH2:25])=[CH:23][CH:22]=1. (3) Given the product [Cl:1][C:2]1[C:7]([Br:8])=[CH:6][C:5]([CH2:9][Cl:13])=[CH:4][N:3]=1, predict the reactants needed to synthesize it. The reactants are: [Cl:1][C:2]1[C:7]([Br:8])=[CH:6][C:5]([CH2:9]O)=[CH:4][N:3]=1.S(Cl)([Cl:13])=O. (4) Given the product [CH:1]([CH:5]1[CH2:10][CH2:9][CH2:8][CH:7]([Cl:22])[C:6]1=[O:11])([CH2:3][CH3:4])[CH3:2], predict the reactants needed to synthesize it. The reactants are: [CH:1]([CH:5]1[CH2:10][CH2:9][CH2:8][CH2:7][C:6]1=[O:11])([CH2:3][CH3:4])[CH3:2].C(C1CCCC([Cl:22])C1=O)(C)(C)C. (5) Given the product [F:12][C:9]([F:10])([F:11])[C:7]1[CH:6]=[C:5]([C@H:13]2[O:17][C:16](=[O:18])[N:15]([CH2:19][C:20]3[C:25]([C:26]4[CH:27]=[C:28]([C:34]5[CH:43]=[CH:42][C:37]([C:38]([OH:40])=[O:39])=[CH:36][C:35]=5[CH3:44])[CH:29]=[N:30][C:31]=4[O:32][CH3:33])=[CH:24][N:23]=[C:22]([N:45]4[CH2:48][CH:47]([F:49])[CH2:46]4)[N:21]=3)[C@H:14]2[CH3:50])[CH:4]=[C:3]([C:2]([F:52])([F:51])[F:1])[CH:8]=1, predict the reactants needed to synthesize it. The reactants are: [F:1][C:2]([F:52])([F:51])[C:3]1[CH:4]=[C:5]([C@H:13]2[O:17][C:16](=[O:18])[N:15]([CH2:19][C:20]3[C:25]([C:26]4[CH:27]=[C:28]([C:34]5[CH:43]=[CH:42][C:37]([C:38]([O:40]C)=[O:39])=[CH:36][C:35]=5[CH3:44])[CH:29]=[N:30][C:31]=4[O:32][CH3:33])=[CH:24][N:23]=[C:22]([N:45]4[CH2:48][CH:47]([F:49])[CH2:46]4)[N:21]=3)[C@H:14]2[CH3:50])[CH:6]=[C:7]([C:9]([F:12])([F:11])[F:10])[CH:8]=1.[OH-].[Li+].